Predict which catalyst facilitates the given reaction. From a dataset of Catalyst prediction with 721,799 reactions and 888 catalyst types from USPTO. (1) Reactant: [N:1]1([C:8]([O:10][C:11]([CH3:14])([CH3:13])[CH3:12])=[O:9])[CH2:7][CH2:6][CH2:5][NH:4][CH2:3][CH2:2]1.Br[CH2:16][C:17]1[CH:22]=[CH:21][C:20]([C:23]([OH:32])([C:28]([F:31])([F:30])[F:29])[C:24]([F:27])([F:26])[F:25])=[CH:19][CH:18]=1.C(=O)([O-])O.[Na+]. Product: [F:25][C:24]([F:26])([F:27])[C:23]([C:20]1[CH:21]=[CH:22][C:17]([CH2:16][N:4]2[CH2:5][CH2:6][CH2:7][N:1]([C:8]([O:10][C:11]([CH3:14])([CH3:13])[CH3:12])=[O:9])[CH2:2][CH2:3]2)=[CH:18][CH:19]=1)([OH:32])[C:28]([F:29])([F:31])[F:30]. The catalyst class is: 10. (2) Reactant: [CH3:1]C1C=C(C)N=C(O[CH2:10][C:11]([OH:13])=O)N=1.[CH3:14]N[CH:14]1CCN(C[C:23]2[CH:28]=[CH:27][C:27](C(F)(F)F)=[CH:28][CH:23]=2)CC1.[CH3:33][C:34]1[CH:39]=[C:38]([CH3:40])[N:37]=[C:36]([O:41][CH2:42][C:43]([N:45]([CH3:63])[CH:46]2[CH2:51][CH2:50][N:49]([CH2:52][C:53]3[CH:58]=[CH:57][C:56]([C:59]([F:62])([F:61])[F:60])=[CH:55][CH:54]=3)[CH2:48][CH2:47]2)=[O:44])[N:35]=1.C(O)(=O)/C=[CH:66]\[C:67]([OH:69])=O. Product: [CH3:33][C:34]1[CH:39]=[C:38]([CH3:40])[N:37]=[C:36]([O:41][CH2:42][C:43]([N:45]([CH3:63])[CH:46]2[CH2:51][CH2:50][N:49]([CH2:52][C:53]3[CH:54]=[CH:55][C:56]([C:59]([F:62])([F:61])[F:60])=[CH:57][CH:58]=3)[CH2:48][CH2:47]2)=[O:44])[N:35]=1.[CH3:10][CH:11]([OH:13])[CH3:14].[CH:67]([O:69][CH:28]([CH3:27])[CH3:23])([CH3:66])[CH3:1]. The catalyst class is: 5. (3) Reactant: [C:1]([N:4]([C:23]1[CH:28]=[CH:27][CH:26]=[C:25]([F:29])[CH:24]=1)[C:5]1([C:18]([O:20]CC)=O)[CH2:10][CH2:9][N:8]([CH2:11][C:12]2[CH:17]=[CH:16][CH:15]=[CH:14][CH:13]=2)[CH2:7][CH2:6]1)(=[O:3])[CH3:2].C([N-]C(C)C)(C)C.[Li+].O.Cl. Product: [CH2:11]([N:8]1[CH2:9][CH2:10][C:5]2([N:4]([C:23]3[CH:28]=[CH:27][CH:26]=[C:25]([F:29])[CH:24]=3)[C:1](=[O:3])[CH2:2][C:18]2=[O:20])[CH2:6][CH2:7]1)[C:12]1[CH:13]=[CH:14][CH:15]=[CH:16][CH:17]=1. The catalyst class is: 49. (4) Reactant: Cl[C:2]1[CH:11]=[CH:10][C:9]2[C:4](=[CH:5][C:6]([CH3:12])=[CH:7][CH:8]=2)[N:3]=1.[C:13]([NH2:16])(=[O:15])[CH3:14].C([O-])([O-])=O.[K+].[K+]. Product: [C:13]([NH:16][C:2]1[CH:11]=[CH:10][C:9]2[C:4](=[CH:5][C:6]([CH3:12])=[CH:7][CH:8]=2)[N:3]=1)(=[O:15])[CH3:14]. The catalyst class is: 6. (5) Reactant: Br[C:2]1[CH:3]=[C:4]([C:14]([NH:16][CH2:17][C:18]2[C:23](=[O:24])[CH:22]=[C:21]([CH3:25])[NH:20][C:19]=2[CH3:26])=[O:15])[C:5]2[CH:10]=[N:9][N:8]([CH:11]([CH3:13])[CH3:12])[C:6]=2[N:7]=1.[CH3:27][C:28]1([CH3:45])[CH2:33][C:32](B2OC(C)(C)C(C)(C)O2)=[CH:31][C:30]([CH3:44])([CH3:43])[NH:29]1.C([O-])([O-])=O.[Na+].[Na+]. Product: [CH3:26][C:19]1[NH:20][C:21]([CH3:25])=[CH:22][C:23](=[O:24])[C:18]=1[CH2:17][NH:16][C:14]([C:4]1[C:5]2[CH:10]=[N:9][N:8]([CH:11]([CH3:13])[CH3:12])[C:6]=2[N:7]=[C:2]([C:32]2[CH2:31][C:30]([CH3:44])([CH3:43])[NH:29][C:28]([CH3:45])([CH3:27])[CH:33]=2)[CH:3]=1)=[O:15]. The catalyst class is: 70. (6) Reactant: [F:1][C:2]1[CH:7]=[CH:6][C:5]([C@:8]([CH3:26])([CH2:21][CH2:22][CH:23]([CH3:25])[CH3:24])[C:9](N[C@H](C2C=CC=CC=2)CO)=[O:10])=[CH:4][CH:3]=1.FC1C=CC([C@@](C)(CCC(C)C)C(N[C@H](C2C=CC=CC=2)CO)=[O:36])=CC=1. Product: [F:1][C:2]1[CH:3]=[CH:4][C:5]([C@:8]([CH3:26])([CH2:21][CH2:22][CH:23]([CH3:25])[CH3:24])[C:9]([OH:10])=[O:36])=[CH:6][CH:7]=1. The catalyst class is: 14. (7) Reactant: [CH3:1][O:2][C:3](=[O:22])[C:4]1[C:9]([CH2:10][CH3:11])=[CH:8][C:7]([C:12]2[C:17]([CH2:18][CH3:19])=[CH:16][CH:15]=[CH:14][C:13]=2[CH2:20][CH3:21])=[N:6][CH:5]=1.ClC1C=C(C=CC=1)C(OO)=[O:28]. Product: [CH3:1][O:2][C:3](=[O:22])[C:4]1[C:9]([CH2:10][CH3:11])=[CH:8][C:7]([C:12]2[C:17]([CH2:18][CH3:19])=[CH:16][CH:15]=[CH:14][C:13]=2[CH2:20][CH3:21])=[N+:6]([O-:28])[CH:5]=1. The catalyst class is: 158.